From a dataset of Catalyst prediction with 721,799 reactions and 888 catalyst types from USPTO. Predict which catalyst facilitates the given reaction. Reactant: [OH:1][C:2]1[C:11]2[C:6](=[C:7]([OH:12])[CH:8]=[CH:9][CH:10]=2)[CH:5]=[CH:4][CH:3]=1.[C:13]([O-])([O-])=O.[K+].[K+].CI. Product: [CH3:13][O:1][C:2]1[CH:3]=[CH:4][CH:5]=[C:6]2[C:11]=1[CH:10]=[CH:9][CH:8]=[C:7]2[OH:12]. The catalyst class is: 21.